This data is from Forward reaction prediction with 1.9M reactions from USPTO patents (1976-2016). The task is: Predict the product of the given reaction. (1) Given the reactants [CH3:1][C:2]([CH3:32])([CH2:28][CH2:29][CH2:30][CH3:31])[C:3]([NH:5][CH2:6][C@H:7]1[O:11][C:10]([CH3:13])([CH3:12])[N:9]([C:14]([O:16][C:17]([CH3:20])([CH3:19])[CH3:18])=[O:15])[C@H:8]1[CH2:21][C@H:22]([CH2:26][OH:27])[CH:23]([CH3:25])[CH3:24])=[O:4].CC(OI1(OC(C)=O)(OC(C)=O)OC(=O)C2C=CC=CC1=2)=O, predict the reaction product. The product is: [CH3:32][C:2]([CH3:1])([CH2:28][CH2:29][CH2:30][CH3:31])[C:3]([NH:5][CH2:6][C@H:7]1[O:11][C:10]([CH3:12])([CH3:13])[N:9]([C:14]([O:16][C:17]([CH3:18])([CH3:19])[CH3:20])=[O:15])[C@H:8]1[CH2:21][C@H:22]([CH:26]=[O:27])[CH:23]([CH3:24])[CH3:25])=[O:4]. (2) Given the reactants Br[C:2]1[CH:7]=[CH:6][C:5]([N:8]2[C:20]3[CH:19]=[CH:18][C:17]([C:21]([CH3:24])([CH3:23])[CH3:22])=[CH:16][C:15]=3[C:14]3[C:9]2=[CH:10][CH:11]=[C:12]([C:25]([CH3:28])([CH3:27])[CH3:26])[CH:13]=3)=[CH:4][CH:3]=1.[CH3:29][C:30]1([CH3:44])[C:43]2[CH:42]=[CH:41][CH:40]=[CH:39][C:38]=2[NH:37][C:36]2[C:31]1=[CH:32][CH:33]=[CH:34][CH:35]=2, predict the reaction product. The product is: [C:21]([C:17]1[CH:18]=[CH:19][C:20]2[N:8]([C:5]3[CH:4]=[CH:3][C:2]([N:37]4[C:38]5[C:43](=[CH:42][CH:41]=[CH:40][CH:39]=5)[C:30]([CH3:44])([CH3:29])[C:31]5[CH:32]=[CH:33][CH:34]=[CH:35][C:36]4=5)=[CH:7][CH:6]=3)[C:9]3[C:14]([C:15]=2[CH:16]=1)=[CH:13][C:12]([C:25]([CH3:28])([CH3:27])[CH3:26])=[CH:11][CH:10]=3)([CH3:22])([CH3:24])[CH3:23]. (3) Given the reactants [NH2:1][C:2]1[CH:3]=[C:4]([CH:19]=[CH:20][CH:21]=1)[O:5][C:6]1[CH:18]=[CH:17][C:9]2[N:10]=[C:11]([NH:13][C:14](=[O:16])[CH3:15])[S:12][C:8]=2[CH:7]=1.[Cl:22][C:23]1[CH:31]=[CH:30][C:26]([C:27](O)=[O:28])=[CH:25][C:24]=1[C:32]([C:35]#[N:36])([CH3:34])[CH3:33].O1CCCC1.C(Cl)(=O)C(Cl)=O, predict the reaction product. The product is: [C:14]([NH:13][C:11]1[S:12][C:8]2[CH:7]=[C:6]([O:5][C:4]3[CH:3]=[C:2]([NH:1][C:27](=[O:28])[C:26]4[CH:30]=[CH:31][C:23]([Cl:22])=[C:24]([C:32]([C:35]#[N:36])([CH3:33])[CH3:34])[CH:25]=4)[CH:21]=[CH:20][CH:19]=3)[CH:18]=[CH:17][C:9]=2[N:10]=1)(=[O:16])[CH3:15]. (4) Given the reactants S(=O)(=O)(O)O.[F:6][C:7]1[CH:8]=[CH:9][C:10]([C:13]2[C:17]([CH:18](O)[CH2:19][C:20]3[S:21][C:22]([C:26]([OH:28])=[O:27])=[C:23]([CH3:25])[N:24]=3)=[C:16]([CH3:30])[O:15][N:14]=2)=[N:11][CH:12]=1, predict the reaction product. The product is: [F:6][C:7]1[CH:8]=[CH:9][C:10]([C:13]2[C:17](/[CH:18]=[CH:19]/[C:20]3[S:21][C:22]([C:26]([OH:28])=[O:27])=[C:23]([CH3:25])[N:24]=3)=[C:16]([CH3:30])[O:15][N:14]=2)=[N:11][CH:12]=1. (5) Given the reactants [CH3:1][O:2][C:3]([C:5]1[CH:10]=[CH:9][C:8](Br)=[C:7]([O:12][CH2:13][CH:14]2[CH2:16][CH2:15]2)[N:6]=1)=[O:4].C(O)(=O)C(O)=O.[NH:23]1[C:26]2([CH2:29][O:28][CH2:27]2)[CH2:25][CH2:24]1, predict the reaction product. The product is: [CH3:1][O:2][C:3]([C:5]1[CH:10]=[CH:9][C:8]([N:23]2[C:26]3([CH2:29][O:28][CH2:27]3)[CH2:25][CH2:24]2)=[C:7]([O:12][CH2:13][CH:14]2[CH2:16][CH2:15]2)[N:6]=1)=[O:4]. (6) Given the reactants [CH3:1][O:2][C:3]1[CH:23]=[C:22]([O:24][CH3:25])[CH:21]=[CH:20][C:4]=1[CH2:5][N:6]1[C:12](=[O:13])[C:11]2[CH:14]=[C:15]([Br:18])[CH:16]=[CH:17][C:10]=2[NH:9][C:8](=O)[CH2:7]1.CN(C)C1C=CC(C)=CC=1.P(Cl)(Cl)([Cl:38])=O, predict the reaction product. The product is: [Cl:38][C:8]1[CH2:7][N:6]([CH2:5][C:4]2[CH:20]=[CH:21][C:22]([O:24][CH3:25])=[CH:23][C:3]=2[O:2][CH3:1])[C:12](=[O:13])[C:11]2[CH:14]=[C:15]([Br:18])[CH:16]=[CH:17][C:10]=2[N:9]=1.